From a dataset of Reaction yield outcomes from USPTO patents with 853,638 reactions. Predict the reaction yield, written as a fraction of the theoretical maximum amount of product (1.0 means a 100% yield; for example, 0.34 means a 34% yield). (1) The reactants are [N:1]1[C:10]2[C:5](=[CH:6][CH:7]=[CH:8][CH:9]=2)[N:4]=[CH:3][C:2]=1[C:11](Cl)=[O:12].[CH3:14][CH:15]1[CH2:20][CH2:19][CH2:18][CH:17]([NH2:21])[CH2:16]1. The catalyst is N1C=CC=CC=1. The product is [CH3:14][CH:15]1[CH2:20][CH2:19][CH2:18][CH:17]([NH:21][C:11]([C:2]2[CH:3]=[N:4][C:5]3[C:10](=[CH:9][CH:8]=[CH:7][CH:6]=3)[N:1]=2)=[O:12])[CH2:16]1. The yield is 0.780. (2) The reactants are [C:1]([C:5]1[CH:10]=[CH:9][C:8]([OH:11])=[CH:7][CH:6]=1)([CH3:4])([CH3:3])[CH3:2].CO.O.C(Cl)[Cl:16]. No catalyst specified. The product is [C:1]([C:5]1[CH:6]=[CH:7][C:8]([OH:11])=[C:9]([Cl:16])[CH:10]=1)([CH3:4])([CH3:2])[CH3:3]. The yield is 0.950. (3) The reactants are COC[O:4][C:5]1[CH:10]=[CH:9][C:8]([C:11]2[CH:20]=[CH:19][CH:18]=[C:17]3[C:12]=2[CH:13]=[CH:14][N:15]=[C:16]3[NH:21][C:22]2[CH:23]=[C:24]3[C:29](=[CH:30][CH:31]=2)[N:28]=[CH:27][CH:26]=[CH:25]3)=[CH:7][CH:6]=1.Cl.CO. The catalyst is CO.O. The product is [OH:4][C:5]1[CH:10]=[CH:9][C:8]([C:11]2[CH:20]=[CH:19][CH:18]=[C:17]3[C:12]=2[CH:13]=[CH:14][N:15]=[C:16]3[NH:21][C:22]2[CH:23]=[C:24]3[C:29](=[CH:30][CH:31]=2)[N:28]=[CH:27][CH:26]=[CH:25]3)=[CH:7][CH:6]=1. The yield is 0.300. (4) The catalyst is ClCCl. The yield is 0.484. The product is [CH2:7]([O:14][NH:15][C:1](=[O:4])[CH:2]=[CH2:3])[C:8]1[CH:13]=[CH:12][CH:11]=[CH:10][CH:9]=1. The reactants are [C:1](Cl)(=[O:4])[CH:2]=[CH2:3].Cl.[CH2:7]([O:14][NH2:15])[C:8]1[CH:13]=[CH:12][CH:11]=[CH:10][CH:9]=1.C(N(CC)C(C)C)(C)C. (5) The product is [Cl:1][C:2]1[CH:7]=[C:6]([Cl:8])[CH:5]=[CH:4][C:3]=1[C:9]1[N:10]=[C:11](/[CH:16]=[CH:17]/[C:18]2[CH:23]=[CH:22][C:21]([C:24]3[CH:25]=[CH:26][C:27]([O:30][C:32]4[CH:41]=[CH:40][C:35]([C:36]([OH:38])=[O:37])=[C:34]([CH3:42])[CH:33]=4)=[CH:28][CH:29]=3)=[CH:20][CH:19]=2)[N:12]([CH2:14][CH3:15])[CH:13]=1. No catalyst specified. The yield is 0.300. The reactants are [Cl:1][C:2]1[CH:7]=[C:6]([Cl:8])[CH:5]=[CH:4][C:3]=1[C:9]1[N:10]=[C:11](/[CH:16]=[CH:17]/[C:18]2[CH:23]=[CH:22][C:21]([C:24]3[CH:29]=[CH:28][C:27]([OH:30])=[CH:26][CH:25]=3)=[CH:20][CH:19]=2)[N:12]([CH2:14][CH3:15])[CH:13]=1.Br[C:32]1[CH:41]=[CH:40][C:35]([C:36]([O:38]C)=[O:37])=[C:34]([CH3:42])[CH:33]=1.